This data is from Reaction yield outcomes from USPTO patents with 853,638 reactions. The task is: Predict the reaction yield, written as a fraction of the theoretical maximum amount of product (1.0 means a 100% yield; for example, 0.34 means a 34% yield). (1) The reactants are [H-].[H-].[H-].[H-].[Li+].[Al+3].[C:7]([O:11][C:12]([N:14]([CH2:23][CH3:24])[C:15]([CH3:22])([CH3:21])[C:16](OCC)=[O:17])=[O:13])([CH3:10])([CH3:9])[CH3:8]. The catalyst is C1COCC1. The product is [CH2:23]([N:14]([C:15]([CH3:21])([CH3:22])[CH2:16][OH:17])[C:12](=[O:13])[O:11][C:7]([CH3:10])([CH3:8])[CH3:9])[CH3:24]. The yield is 0.450. (2) The reactants are Cl[C:2]1[N:3]=[N:4][C:5]([C:8]2[CH:9]=[N:10][N:11]([CH2:13][O:14][CH2:15][CH2:16][Si:17]([CH3:20])([CH3:19])[CH3:18])[CH:12]=2)=[CH:6][CH:7]=1.O.[NH2:22][NH2:23]. The catalyst is C(O)C. The product is [CH3:18][Si:17]([CH3:20])([CH3:19])[CH2:16][CH2:15][O:14][CH2:13][N:11]1[CH:12]=[C:8]([C:5]2[N:4]=[N:3][C:2]([NH:22][NH2:23])=[CH:7][CH:6]=2)[CH:9]=[N:10]1. The yield is 0.790. (3) The reactants are [Cl:1][C:2]1[C:3]([C:9]([OH:11])=O)=[N:4][CH:5]=[C:6]([Cl:8])[CH:7]=1.[CH3:12][C:13]1[C:14]([NH2:28])=[N:15][C:16]2([C:26]3[C:21](=[CH:22][CH:23]=[C:24]([NH2:27])[CH:25]=3)[O:20][CH2:19][CH2:18]2)[N:17]=1. No catalyst specified. The product is [NH2:28][C:14]1[C:13]([CH3:12])=[N:17][C:16]2([C:26]3[C:21](=[CH:22][CH:23]=[C:24]([NH:27][C:9](=[O:11])[C:3]4[C:2]([Cl:1])=[CH:7][C:6]([Cl:8])=[CH:5][N:4]=4)[CH:25]=3)[O:20][CH2:19][CH2:18]2)[N:15]=1. The yield is 0.620. (4) The reactants are [F:1][C:2]1[CH:7]=[CH:6][C:5]([OH:8])=[CH:4][CH:3]=1.[H-].[Na+].[Br:11][C:12]1[CH:13]=[C:14]([N+]([O-])=O)[C:15]([C:18]#[N:19])=[N:16][CH:17]=1.O. The catalyst is CN(C=O)C. The product is [Br:11][C:12]1[CH:13]=[C:14]([O:8][C:5]2[CH:6]=[CH:7][C:2]([F:1])=[CH:3][CH:4]=2)[C:15]([C:18]#[N:19])=[N:16][CH:17]=1. The yield is 0.780. (5) The reactants are COC1C=CC=C(OC)C=1C1C=CC=CC=1P(C1CCCCC1)C1CCCCC1.Br[C:31](Br)=[CH:32][C:33]1[C:39]([F:40])=[CH:38][CH:37]=[CH:36][C:34]=1[NH2:35].[F:42][C:43]1[CH:48]=[CH:47][C:46]([C:49]2[O:50][C:51]3[CH:61]=[C:60]([N:62]([CH3:67])[S:63]([CH3:66])(=[O:65])=[O:64])[C:59](B4OC(C)(C)C(C)(C)O4)=[CH:58][C:52]=3[C:53]=2[C:54]([NH:56][CH3:57])=[O:55])=[CH:45][CH:44]=1.[O-]P([O-])([O-])=O.[K+].[K+].[K+]. The catalyst is C1(C)C=CC=CC=1.CC([O-])=O.CC([O-])=O.[Pd+2].O. The product is [F:40][C:39]1[CH:38]=[CH:37][CH:36]=[C:34]2[C:33]=1[CH:32]=[C:31]([C:59]1[C:60]([N:62]([CH3:67])[S:63]([CH3:66])(=[O:65])=[O:64])=[CH:61][C:51]3[O:50][C:49]([C:46]4[CH:47]=[CH:48][C:43]([F:42])=[CH:44][CH:45]=4)=[C:53]([C:54]([NH:56][CH3:57])=[O:55])[C:52]=3[CH:58]=1)[NH:35]2. The yield is 0.350. (6) The reactants are Br[C:2]1[C:7]([CH3:8])=[CH:6][CH:5]=[CH:4][N:3]=1.C([O-])([O-])=O.[K+].[K+].N#N.[C:17]([O:21][C:22]([C:24]1[CH:25]=[C:26](B(O)O)[CH:27]=[CH:28][CH:29]=1)=[O:23])([CH3:20])([CH3:19])[CH3:18].C(Cl)Cl.CS(O)(=O)=O.[OH-].[Na+]. The catalyst is C1(C)C=CC=CC=1.C1C=CC(P(C2C=CC=CC=2)[C-]2C=CC=C2)=CC=1.C1C=CC(P(C2C=CC=CC=2)[C-]2C=CC=C2)=CC=1.Cl[Pd]Cl.[Fe+2].O. The product is [C:17]([O:21][C:22](=[O:23])[C:24]1[CH:25]=[CH:26][CH:27]=[C:28]([C:2]2[C:7]([CH3:8])=[CH:6][CH:5]=[CH:4][N:3]=2)[CH:29]=1)([CH3:20])([CH3:18])[CH3:19]. The yield is 0.820. (7) The reactants are [Mg].Br[C:3]1[CH:8]=[CH:7][C:6]([O:9][CH3:10])=[CH:5][CH:4]=1.[O:11]=[P:12](Cl)(Cl)Cl. The catalyst is BrCCBr.C1COCC1. The product is [CH3:10][O:9][C:6]1[CH:7]=[CH:8][C:3]([P:12](=[O:11])([C:3]2[CH:8]=[CH:7][C:6]([O:9][CH3:10])=[CH:5][CH:4]=2)[C:3]2[CH:8]=[CH:7][C:6]([O:9][CH3:10])=[CH:5][CH:4]=2)=[CH:4][CH:5]=1. The yield is 0.890. (8) The reactants are [OH:1][CH2:2][C@@H:3]1[CH2:5][C@H:4]1[C:6]#[C:7][C:8]#[C:9][C:10]1[CH:15]=[CH:14][C:13]([CH2:16][CH2:17][C:18]([CH3:27])([S:23]([CH3:26])(=[O:25])=[O:24])[C:19](OC)=[O:20])=[CH:12][CH:11]=1.[NH2:28][OH:29].CC(O)=O. The catalyst is C(O)(C)C. The product is [OH:29][NH:28][C:19](=[O:20])[C:18]([CH3:27])([S:23]([CH3:26])(=[O:25])=[O:24])[CH2:17][CH2:16][C:13]1[CH:14]=[CH:15][C:10]([C:9]#[C:8][C:7]#[C:6][C@@H:4]2[CH2:5][C@H:3]2[CH2:2][OH:1])=[CH:11][CH:12]=1. The yield is 0.226. (9) The yield is 0.450. The catalyst is C(Cl)Cl. The product is [CH3:24][C:14]1[CH:19]=[CH:18][C:17]([S:20]([O:6][CH:3]2[CH2:4][CH2:5][O:1][CH2:2]2)(=[O:22])=[O:21])=[CH:16][CH:15]=1. The reactants are [O:1]1[CH2:5][CH2:4][CH:3]([OH:6])[CH2:2]1.C(N(CC)CC)C.[C:14]1([CH3:24])[CH:19]=[CH:18][C:17]([S:20](Cl)(=[O:22])=[O:21])=[CH:16][CH:15]=1.C(=O)(O)[O-].[Na+].